Task: Regression. Given a peptide amino acid sequence and an MHC pseudo amino acid sequence, predict their binding affinity value. This is MHC class I binding data.. Dataset: Peptide-MHC class I binding affinity with 185,985 pairs from IEDB/IMGT (1) The peptide sequence is GSEVPGFCH. The MHC is HLA-A69:01 with pseudo-sequence HLA-A69:01. The binding affinity (normalized) is 0.0847. (2) The peptide sequence is STHKLSLTK. The MHC is HLA-A11:01 with pseudo-sequence HLA-A11:01. The binding affinity (normalized) is 0.514. (3) The peptide sequence is PYQLFHYYFL. The MHC is H-2-Kd with pseudo-sequence H-2-Kd. The binding affinity (normalized) is 0.149. (4) The peptide sequence is FEFTSFFYR. The MHC is HLA-A68:01 with pseudo-sequence HLA-A68:01. The binding affinity (normalized) is 0.961. (5) The peptide sequence is KEKGGLDGL. The MHC is HLA-B27:05 with pseudo-sequence HLA-B27:05. The binding affinity (normalized) is 0.